This data is from Full USPTO retrosynthesis dataset with 1.9M reactions from patents (1976-2016). The task is: Predict the reactants needed to synthesize the given product. Given the product [CH3:19][O:20][C:21](=[O:42])[CH2:22][CH:23]1[CH2:24][CH2:25][CH:26]([C:29]2[CH:30]=[CH:31][C:32]([C:2]3[CH:7]=[N:6][C:5]([NH:8][C:9]4[CH:10]=[N:11][C:12]([C:15]([F:18])([F:17])[F:16])=[CH:13][CH:14]=4)=[CH:4][N:3]=3)=[CH:33][CH:34]=2)[CH2:27][CH2:28]1, predict the reactants needed to synthesize it. The reactants are: Br[C:2]1[N:3]=[CH:4][C:5]([NH:8][C:9]2[CH:10]=[N:11][C:12]([C:15]([F:18])([F:17])[F:16])=[CH:13][CH:14]=2)=[N:6][CH:7]=1.[CH3:19][O:20][C:21](=[O:42])[CH2:22][CH:23]1[CH2:28][CH2:27][CH:26]([C:29]2[CH:34]=[CH:33][C:32](C3C=CC(Br)=CN=3)=[CH:31][CH:30]=2)[CH2:25][CH2:24]1.C(=O)([O-])[O-].[Na+].[Na+].